This data is from Catalyst prediction with 721,799 reactions and 888 catalyst types from USPTO. The task is: Predict which catalyst facilitates the given reaction. Reactant: [CH2:1]([O:8][C:9]([N:11]1[CH2:17][CH2:16][C:15](=[O:18])[N:14]([CH:19]([C:30](OC)=[O:31])[CH2:20][CH2:21][O:22][Si:23]([C:26]([CH3:29])([CH3:28])[CH3:27])([CH3:25])[CH3:24])[CH2:13][CH2:12]1)=[O:10])[C:2]1[CH:7]=[CH:6][CH:5]=[CH:4][CH:3]=1.[BH4-].[Li+].S([O-])(O)(=O)=O.[K+]. Product: [CH2:1]([O:8][C:9]([N:11]1[CH2:17][CH2:16][C:15](=[O:18])[N:14]([CH:19]([CH2:30][OH:31])[CH2:20][CH2:21][O:22][Si:23]([C:26]([CH3:27])([CH3:29])[CH3:28])([CH3:25])[CH3:24])[CH2:13][CH2:12]1)=[O:10])[C:2]1[CH:3]=[CH:4][CH:5]=[CH:6][CH:7]=1. The catalyst class is: 8.